Dataset: Full USPTO retrosynthesis dataset with 1.9M reactions from patents (1976-2016). Task: Predict the reactants needed to synthesize the given product. The reactants are: [ClH:1].[N:2]12[CH2:11][CH:6]3[CH2:7][CH:8]([CH2:10][CH:4]([C@H:5]3[NH2:12])[CH2:3]1)[CH2:9]2.[S:13]1[C:17]([C:18](O)=[O:19])=[CH:16][C:15]2[S:21][CH:22]=[CH:23][C:14]1=2.N. Given the product [ClH:1].[N:2]12[CH2:11][CH:6]3[CH2:7][CH:8]([CH2:10][CH:4]([C@H:5]3[NH:12][C:18]([C:17]3[S:13][C:14]4[CH:23]=[CH:22][S:21][C:15]=4[CH:16]=3)=[O:19])[CH2:3]1)[CH2:9]2, predict the reactants needed to synthesize it.